Task: Predict the reactants needed to synthesize the given product.. Dataset: Full USPTO retrosynthesis dataset with 1.9M reactions from patents (1976-2016) (1) Given the product [CH:1]([C:4]1[C:8]([CH2:9][CH2:10][C:11]([O:13][CH2:14][CH3:15])=[O:12])=[CH:7][N:6]([C:17]2[CH:22]=[C:21]([C:23]([F:26])([F:25])[F:24])[CH:20]=[CH:19][N:18]=2)[N:5]=1)([CH3:3])[CH3:2], predict the reactants needed to synthesize it. The reactants are: [CH:1]([C:4]1[C:8]([CH2:9][CH2:10][C:11]([O:13][CH2:14][CH3:15])=[O:12])=[CH:7][NH:6][N:5]=1)([CH3:3])[CH3:2].Cl[C:17]1[CH:22]=[C:21]([C:23]([F:26])([F:25])[F:24])[CH:20]=[CH:19][N:18]=1.[H-].[Na+].Cl. (2) Given the product [CH3:22][C:3]1[C:2]([NH:28][C:24]([CH2:26][CH3:27])([CH3:25])[CH3:23])=[N:11][C:10]2[C:5](=[CH:6][CH:7]=[CH:8][C:9]=2[C:12]2[NH:20][C:19]3[CH2:18][CH2:17][NH:16][C:15](=[O:21])[C:14]=3[CH:13]=2)[N:4]=1, predict the reactants needed to synthesize it. The reactants are: F[C:2]1[C:3]([CH3:22])=[N:4][C:5]2[C:10]([N:11]=1)=[C:9]([C:12]1[NH:20][C:19]3[CH2:18][CH2:17][NH:16][C:15](=[O:21])[C:14]=3[CH:13]=1)[CH:8]=[CH:7][CH:6]=2.[CH3:23][C:24]([NH2:28])([CH2:26][CH3:27])[CH3:25].CO.C(Cl)Cl. (3) Given the product [C:15]([O:14][C:12]([N:6]1[C:5]([CH3:19])([C:3]([OH:4])=[O:2])[CH2:9][O:8][C:7]1([CH3:11])[CH3:10])=[O:13])([CH3:18])([CH3:16])[CH3:17], predict the reactants needed to synthesize it. The reactants are: C[O:2][C:3]([C:5]1([CH3:19])[CH2:9][O:8][C:7]([CH3:11])([CH3:10])[N:6]1[C:12]([O:14][C:15]([CH3:18])([CH3:17])[CH3:16])=[O:13])=[O:4].O[Li].O. (4) Given the product [Br:15][C:16]1[C:24]2[C:19](=[C:20]([CH3:30])[CH:21]=[C:22]([C:26]([OH:28])=[O:27])[C:23]=2[Cl:25])[NH:18][CH:17]=1, predict the reactants needed to synthesize it. The reactants are: ClC1C(C(O)=O)=CC(C)=C2C=1C=CN2.[Br:15][C:16]1[C:24]2[C:19](=[C:20]([CH3:30])[CH:21]=[C:22]([C:26]([O:28]C)=[O:27])[C:23]=2[Cl:25])[NH:18][CH:17]=1. (5) Given the product [C:16]1([N:14]2[CH:15]=[C:11]([C:9]([NH:8][CH2:7][CH2:6][C:5]([OH:26])=[O:4])=[O:10])[C:12]([C:22]([F:24])([F:25])[F:23])=[N:13]2)[CH:17]=[CH:18][CH:19]=[CH:20][CH:21]=1, predict the reactants needed to synthesize it. The reactants are: [OH-].[Na+].C[O:4][C:5](=[O:26])[CH2:6][CH2:7][NH:8][C:9]([C:11]1[C:12]([C:22]([F:25])([F:24])[F:23])=[N:13][N:14]([C:16]2[CH:21]=[CH:20][CH:19]=[CH:18][CH:17]=2)[CH:15]=1)=[O:10]. (6) Given the product [C:1]([O:5][C:6](=[O:21])[CH2:7][O:8][C:9]1[C:18]2[CH2:17][CH2:16][CH2:15][C:14](=[O:19])[C:13]=2[CH:12]=[C:11]([C:22]2[CH:27]=[CH:26][CH:25]=[CH:24][CH:23]=2)[CH:10]=1)([CH3:4])([CH3:3])[CH3:2], predict the reactants needed to synthesize it. The reactants are: [C:1]([O:5][C:6](=[O:21])[CH2:7][O:8][C:9]1[C:18]2[CH2:17][CH2:16][CH2:15][C:14](=[O:19])[C:13]=2[CH:12]=[C:11](Br)[CH:10]=1)([CH3:4])([CH3:3])[CH3:2].[C:22]1(B(O)O)[CH:27]=[CH:26][CH:25]=[CH:24][CH:23]=1.C(=O)([O-])[O-].[Cs+].[Cs+].C(COC)OC.